Task: Predict the reaction yield, written as a fraction of the theoretical maximum amount of product (1.0 means a 100% yield; for example, 0.34 means a 34% yield).. Dataset: Reaction yield outcomes from USPTO patents with 853,638 reactions (1) The product is [NH2:7][C:8]1[CH:9]=[CH:10][C:11]([CH2:14][CH2:15][C:16]([O:18][CH3:19])=[O:17])=[CH:12][CH:13]=1. The reactants are S(Cl)(Cl)=O.CO.[NH2:7][C:8]1[CH:13]=[CH:12][C:11]([CH2:14][CH2:15][C:16]([OH:18])=[O:17])=[CH:10][CH:9]=1.[C:19]([O-])(O)=O.[Na+]. The catalyst is C(OCC)(=O)C. The yield is 0.980. (2) The reactants are N1(O[C:11]([CH:13]=[CH:14][C:15]2[CH:24]=[CH:23][C:18]([C:19]([O:21][CH3:22])=[O:20])=[CH:17][CH:16]=2)=[O:12])C2C=CC=CC=2N=N1.CCN(CC)CC.[CH3:32][O:33][C:34]1[CH:35]=[C:36]([CH:38]=[C:39]([O:43][CH3:44])[C:40]=1[O:41][CH3:42])[NH2:37]. The catalyst is C(Cl)Cl. The product is [CH3:44][O:43][C:39]1[CH:38]=[C:36]([NH:37][C:11]([CH:13]=[CH:14][C:15]2[CH:16]=[CH:17][C:18]([C:19]([O:21][CH3:22])=[O:20])=[CH:23][CH:24]=2)=[O:12])[CH:35]=[C:34]([O:33][CH3:32])[C:40]=1[O:41][CH3:42]. The yield is 0.750. (3) The reactants are [O:1]=[C:2]1[C:7]([CH2:8][C:9]2[CH:16]=[CH:15][C:12]([C:13]#[N:14])=[CH:11][CH:10]=2)=[CH:6][NH:5][C:4](=[S:17])[NH:3]1.C([O-])([O-])=O.[K+].[K+].[Cl:24][C:25]1[CH:30]=[CH:29][C:28]([O:31][C:32]2[CH:37]=[CH:36][C:35]([CH2:38][CH2:39]I)=[CH:34][CH:33]=2)=[CH:27][C:26]=1[C:41]([F:44])([F:43])[F:42]. The catalyst is CC(C)=O. The product is [Cl:24][C:25]1[CH:30]=[CH:29][C:28]([O:31][C:32]2[CH:33]=[CH:34][C:35]([CH2:38][CH2:39][S:17][C:4]3[NH:5][CH:6]=[C:7]([CH2:8][C:9]4[CH:16]=[CH:15][C:12]([C:13]#[N:14])=[CH:11][CH:10]=4)[C:2](=[O:1])[N:3]=3)=[CH:36][CH:37]=2)=[CH:27][C:26]=1[C:41]([F:42])([F:43])[F:44]. The yield is 0.374. (4) The reactants are [CH:1]1([NH:6][S:7]([C:10]2[CH:15]=[CH:14][C:13]([CH3:16])=[CH:12][CH:11]=2)(=[O:9])=[O:8])[CH2:5][CH2:4][CH2:3][CH2:2]1.Br[CH2:18][C:19]1[CH:26]=[CH:25][C:22]([C:23]#[N:24])=[CH:21][C:20]=1[F:27]. No catalyst specified. The product is [C:23]([C:22]1[CH:25]=[CH:26][C:19]([CH2:18][N:6]([CH:1]2[CH2:5][CH2:4][CH2:3][CH2:2]2)[S:7]([C:10]2[CH:11]=[CH:12][C:13]([CH3:16])=[CH:14][CH:15]=2)(=[O:9])=[O:8])=[C:20]([F:27])[CH:21]=1)#[N:24]. The yield is 0.660.